Dataset: Full USPTO retrosynthesis dataset with 1.9M reactions from patents (1976-2016). Task: Predict the reactants needed to synthesize the given product. (1) Given the product [F:21][C:4]1[CH:3]=[C:2]([C:26]2[CH:27]=[CH:28][C:23]([F:22])=[CH:24][CH:25]=2)[CH:7]=[CH:6][C:5]=1[C:8]([N:10]1[CH2:14][CH2:13][CH2:12][C@H:11]1[CH2:15][N:16]1[CH2:20][CH2:19][CH2:18][CH2:17]1)=[O:9], predict the reactants needed to synthesize it. The reactants are: Br[C:2]1[CH:7]=[CH:6][C:5]([C:8]([N:10]2[CH2:14][CH2:13][CH2:12][C@H:11]2[CH2:15][N:16]2[CH2:20][CH2:19][CH2:18][CH2:17]2)=[O:9])=[C:4]([F:21])[CH:3]=1.[F:22][C:23]1[CH:28]=[CH:27][C:26](B(O)O)=[CH:25][CH:24]=1. (2) Given the product [CH3:1][O:2][C:3]([C:4]1([CH2:6][N:7]2[CH2:12][CH2:11][O:10][CH2:9][CH2:8]2)[CH2:5][CH2:16][N:17]([CH2:23][C:24]2[CH:25]=[CH:26][CH:27]=[CH:28][CH:29]=2)[CH2:18]1)=[O:13], predict the reactants needed to synthesize it. The reactants are: [CH3:1][O:2][C:3](=[O:13])[C:4]([CH2:6][N:7]1[CH2:12][CH2:11][O:10][CH2:9][CH2:8]1)=[CH2:5].O([CH2:16][N:17]([CH2:23][C:24]1[CH:29]=[CH:28][CH:27]=[CH:26][CH:25]=1)[CH2:18][Si](C)(C)C)C.FC(F)(F)C(O)=O. (3) Given the product [C:1]([O:5][C:6]([N:8]1[CH2:13][CH2:12][N:11]([C:14]2[C:19]([NH2:20])=[CH:18][CH:17]=[C:16]([C:23]3[CH:28]=[CH:27][C:26]([Cl:29])=[C:25]([Cl:30])[CH:24]=3)[N:15]=2)[CH2:10][CH2:9]1)=[O:7])([CH3:4])([CH3:2])[CH3:3], predict the reactants needed to synthesize it. The reactants are: [C:1]([O:5][C:6]([N:8]1[CH2:13][CH2:12][N:11]([C:14]2[C:19]([N+:20]([O-])=O)=[CH:18][CH:17]=[C:16]([C:23]3[CH:28]=[CH:27][C:26]([Cl:29])=[C:25]([Cl:30])[CH:24]=3)[N:15]=2)[CH2:10][CH2:9]1)=[O:7])([CH3:4])([CH3:3])[CH3:2].